Task: Predict the product of the given reaction.. Dataset: Forward reaction prediction with 1.9M reactions from USPTO patents (1976-2016) Given the reactants Cl.Cl.[N+:3]([C:6]1[C:7]([NH2:23])=[N:8][CH:9]=[C:10]([C:12]2[CH:13]=[CH:14][C:15]3[O:21][CH2:20][CH2:19][NH:18][CH2:17][C:16]=3[CH:22]=2)[CH:11]=1)([O-:5])=[O:4].Cl[C:25]1[C:34]2[CH2:33][C:32]([CH3:36])([CH3:35])[CH2:31][CH2:30][C:29]=2[N:28]=[CH:27][N:26]=1.C(N(C(C)C)CC)(C)C.C(OCC)(=O)C, predict the reaction product. The product is: [CH3:35][C:32]1([CH3:36])[CH2:31][CH2:30][C:29]2[N:28]=[CH:27][N:26]=[C:25]([N:18]3[CH2:17][C:16]4[CH:22]=[C:12]([C:10]5[CH:11]=[C:6]([N+:3]([O-:5])=[O:4])[C:7]([NH2:23])=[N:8][CH:9]=5)[CH:13]=[CH:14][C:15]=4[O:21][CH2:20][CH2:19]3)[C:34]=2[CH2:33]1.